This data is from Catalyst prediction with 721,799 reactions and 888 catalyst types from USPTO. The task is: Predict which catalyst facilitates the given reaction. (1) Reactant: [Cl:1][C:2]1[CH:3]=[C:4]([NH:10][C:11]2[N:16]=[C:15](Cl)[CH:14]=[C:13]([Cl:18])[N:12]=2)[CH:5]=[CH:6][C:7]=1[O:8][CH3:9].[CH:19]1([NH2:26])[CH2:25][CH2:24][CH2:23][CH2:22][CH2:21][CH2:20]1.C(N(CC)CC)C. Product: [Cl:18][C:13]1[N:12]=[C:11]([NH:10][C:4]2[CH:5]=[CH:6][C:7]([O:8][CH3:9])=[C:2]([Cl:1])[CH:3]=2)[N:16]=[C:15]([NH:26][CH:19]2[CH2:25][CH2:24][CH2:23][CH2:22][CH2:21][CH2:20]2)[CH:14]=1. The catalyst class is: 51. (2) Reactant: [C:1]([O:5][C:6]([N:8]1[C:16]2[C:11](=[CH:12][CH:13]=[CH:14][C:15]=2[N:17]2[CH2:22][CH2:21][N:20]([C:23]([O:25][C:26]([CH3:29])([CH3:28])[CH3:27])=[O:24])[CH2:19][CH2:18]2)[C:10]([CH2:30][C:31]2[CH:36]=[CH:35][CH:34]=[CH:33][CH:32]=2)=[CH:9]1)=[O:7])([CH3:4])([CH3:3])[CH3:2].N[C@H](C(O)=O)C[SeH].[Li]CCCC.[CH3:49][S:50]C.O. Product: [C:1]([O:5][C:6]([N:8]1[C:16]2[C:11](=[CH:12][CH:13]=[CH:14][C:15]=2[N:17]2[CH2:22][CH2:21][N:20]([C:23]([O:25][C:26]([CH3:28])([CH3:29])[CH3:27])=[O:24])[CH2:19][CH2:18]2)[C:10]([CH2:30][C:31]2[CH:32]=[CH:33][CH:34]=[CH:35][CH:36]=2)=[C:9]1[S:50][CH3:49])=[O:7])([CH3:2])([CH3:3])[CH3:4]. The catalyst class is: 1. (3) Reactant: C[O:2][C:3](=[O:28])[CH2:4][CH2:5][CH2:6][S:7][C:8]1[N:9]=[C:10]2[CH:15]=[CH:14][CH:13]=[CH:12][N:11]2[C:16]=1[CH2:17][C:18]1[C:19]2[CH:26]=[C:25]([Cl:27])[CH:24]=[CH:23][C:20]=2[S:21][CH:22]=1.O.[OH-].[Li+]. Product: [Cl:27][C:25]1[CH:24]=[CH:23][C:20]2[S:21][CH:22]=[C:18]([CH2:17][C:16]3[N:11]4[CH:12]=[CH:13][CH:14]=[CH:15][C:10]4=[N:9][C:8]=3[S:7][CH2:6][CH2:5][CH2:4][C:3]([OH:28])=[O:2])[C:19]=2[CH:26]=1. The catalyst class is: 20. (4) Reactant: [Br:1][C:2]1[NH:3][CH:4]=[C:5]([C:7]([OH:9])=O)[N:6]=1.[NH2:10][C@@H:11]([CH3:28])[CH2:12][N:13]1[CH:17]=[CH:16][C:15]([C:18]2[CH:25]=[C:24]([F:26])[C:21]([C:22]#[N:23])=[C:20]([Cl:27])[CH:19]=2)=[N:14]1.CN(C=O)C.C(Cl)Cl. Product: [Br:1][C:2]1[NH:3][CH:4]=[C:5]([C:7]([NH:10][C@@H:11]([CH3:28])[CH2:12][N:13]2[CH:17]=[CH:16][C:15]([C:18]3[CH:25]=[C:24]([F:26])[C:21]([C:22]#[N:23])=[C:20]([Cl:27])[CH:19]=3)=[N:14]2)=[O:9])[N:6]=1. The catalyst class is: 6. (5) Reactant: [CH2:1]([O:3][C:4]([C:6]1[N:7]([CH2:18][C:19]2[C:28]3[C:23](=[CH:24][CH:25]=[CH:26][CH:27]=3)[CH:22]=[CH:21][CH:20]=2)[C:8]2[C:13]([C:14]=1[CH2:15][OH:16])=[CH:12][C:11]([F:17])=[CH:10][CH:9]=2)=[O:5])[CH3:2].[CH2:29]([N:31]=[C:32]=[O:33])[CH3:30]. Product: [CH2:1]([O:3][C:4]([C:6]1[N:7]([CH2:18][C:19]2[C:28]3[C:23](=[CH:24][CH:25]=[CH:26][CH:27]=3)[CH:22]=[CH:21][CH:20]=2)[C:8]2[C:13]([C:14]=1[CH2:15][O:16][C:32](=[O:33])[NH:31][CH2:29][CH3:30])=[CH:12][C:11]([F:17])=[CH:10][CH:9]=2)=[O:5])[CH3:2]. The catalyst class is: 112.